This data is from Full USPTO retrosynthesis dataset with 1.9M reactions from patents (1976-2016). The task is: Predict the reactants needed to synthesize the given product. (1) Given the product [Cl:1][C:2]1[CH:3]=[C:4]([CH:18]=[CH:19][CH:20]=1)[CH2:5][NH:6][C:7]([C:9]1[CH:10]=[CH:11][C:12]2[C:16]([CH:17]=1)=[N:15][N:14]([CH2:22][CH2:23][N:24]1[CH:28]=[CH:27][CH:26]=[N:25]1)[CH:13]=2)=[O:8], predict the reactants needed to synthesize it. The reactants are: [Cl:1][C:2]1[CH:3]=[C:4]([CH:18]=[CH:19][CH:20]=1)[CH2:5][NH:6][C:7]([C:9]1[CH:17]=[C:16]2[C:12]([CH:13]=[N:14][NH:15]2)=[CH:11][CH:10]=1)=[O:8].Br[CH2:22][CH2:23][N:24]1[CH:28]=[CH:27][CH:26]=[N:25]1.N1C2C(=CC=CC=2)C=N1. (2) Given the product [C:29]([CH2:28][N:15]1[CH2:14][CH2:13][N:12]([CH2:32][C:33]([OH:35])=[O:34])[CH2:11][C:10]2=[N:23][C:20](=[CH:21][CH:22]=[C:9]2[OH:8])[CH2:19][N:18]([CH2:24][C:25]([OH:27])=[O:26])[CH2:17][CH2:16]1)([OH:31])=[O:30], predict the reactants needed to synthesize it. The reactants are: C([O:8][C:9]1[C:10]2[CH2:11][N:12]([CH2:32][C:33]([OH:35])=[O:34])[CH2:13][CH2:14][N:15]([CH2:28][C:29]([OH:31])=[O:30])[CH2:16][CH2:17][N:18]([CH2:24][C:25]([OH:27])=[O:26])[CH2:19][C:20]([N:23]=2)=[CH:21][CH:22]=1)C1C=CC=CC=1. (3) Given the product [CH3:12][C:7]1[N:8]=[N:9][CH:10]=[CH:11][C:6]=1[C:4]([OH:5])=[O:3], predict the reactants needed to synthesize it. The reactants are: C([O:3][C:4]([C:6]1[CH:11]=[CH:10][N:9]=[N:8][C:7]=1[CH3:12])=[O:5])C.[Li+].[OH-].